From a dataset of Full USPTO retrosynthesis dataset with 1.9M reactions from patents (1976-2016). Predict the reactants needed to synthesize the given product. (1) Given the product [C:1]([O:5][C:6](=[O:48])[N:7]([C@H:9]([C:11](=[O:47])[NH:12][C@@H:13]1[C:19](=[O:20])[N:18]([CH2:21][C:22]2[C:31]3[C:26](=[CH:27][CH:28]=[CH:29][CH:30]=3)[CH:25]=[CH:24][C:23]=2[O:32][CH3:33])[C:17]2[CH:34]=[CH:35][CH:36]=[CH:37][C:16]=2[N:15]([C:38](=[O:46])[C:39]2[CH:40]=[CH:41][C:42]([NH:45][C:55](=[O:57])[CH3:56])=[CH:43][CH:44]=2)[CH2:14]1)[CH3:10])[CH3:8])([CH3:2])([CH3:3])[CH3:4], predict the reactants needed to synthesize it. The reactants are: [C:1]([O:5][C:6](=[O:48])[N:7]([C@H:9]([C:11](=[O:47])[NH:12][C@@H:13]1[C:19](=[O:20])[N:18]([CH2:21][C:22]2[C:31]3[C:26](=[CH:27][CH:28]=[CH:29][CH:30]=3)[CH:25]=[CH:24][C:23]=2[O:32][CH3:33])[C:17]2[CH:34]=[CH:35][CH:36]=[CH:37][C:16]=2[N:15]([C:38](=[O:46])[C:39]2[CH:44]=[CH:43][C:42]([NH2:45])=[CH:41][CH:40]=2)[CH2:14]1)[CH3:10])[CH3:8])([CH3:4])([CH3:3])[CH3:2].N1C=CC=CC=1.[C:55](OC(=O)C)(=[O:57])[CH3:56].C([O-])([O-])=O.[Na+].[Na+]. (2) Given the product [CH3:3][C:2]([CH3:4])([CH:1]=[O:5])[CH2:8][CH2:7][C:6]#[N:9], predict the reactants needed to synthesize it. The reactants are: [CH:1](=[O:5])[CH:2]([CH3:4])[CH3:3].[C:6](#[N:9])[CH:7]=[CH2:8].Cl. (3) The reactants are: Br[C:2]1[CH:7]=[C:6]([NH:8][C:9](=[O:20])[C:10]2[C:15]([Cl:16])=[CH:14][C:13]([C:17]#[N:18])=[CH:12][C:11]=2[Cl:19])[CH:5]=[CH:4][N:3]=1.[N:21]1[CH:26]=[CH:25][C:24]([NH2:27])=[N:23][CH:22]=1.CC1(C)C2C(=C(P(C3C=CC=CC=3)C3C=CC=CC=3)C=CC=2)OC2C(P(C3C=CC=CC=3)C3C=CC=CC=3)=CC=CC1=2.C([O-])([O-])=O.[Cs+].[Cs+]. Given the product [Cl:19][C:11]1[CH:12]=[C:13]([C:17]#[N:18])[CH:14]=[C:15]([Cl:16])[C:10]=1[C:9]([NH:8][C:6]1[CH:5]=[CH:4][N:3]=[C:2]([NH:27][C:24]2[CH:25]=[CH:26][N:21]=[CH:22][N:23]=2)[CH:7]=1)=[O:20], predict the reactants needed to synthesize it.